The task is: Regression. Given a peptide amino acid sequence and an MHC pseudo amino acid sequence, predict their binding affinity value. This is MHC class I binding data.. This data is from Peptide-MHC class I binding affinity with 185,985 pairs from IEDB/IMGT. The peptide sequence is KTDAGASTY. The MHC is HLA-B27:05 with pseudo-sequence HLA-B27:05. The binding affinity (normalized) is 0.0847.